From a dataset of Forward reaction prediction with 1.9M reactions from USPTO patents (1976-2016). Predict the product of the given reaction. (1) Given the reactants [CH2:1]([O:8][C:9]1[CH:18]=[CH:17][CH:16]=[C:15]2[C:10]=1[CH2:11][CH2:12][CH2:13][CH:14]2[C:19](O)=[O:20])[C:2]1[CH:7]=[CH:6][CH:5]=[CH:4][CH:3]=1.[CH:22]([C:25]1[CH:30]=[CH:29][C:28]([NH:31][CH2:32][C:33]2[CH:34]=[N:35][C:36]([O:39][C:40]3[CH:45]=[CH:44][CH:43]=[CH:42][CH:41]=3)=[CH:37][CH:38]=2)=[CH:27][CH:26]=1)([CH3:24])[CH3:23], predict the reaction product. The product is: [CH2:1]([O:8][C:9]1[CH:18]=[CH:17][CH:16]=[C:15]2[C:10]=1[CH2:11][CH2:12][CH2:13][CH:14]2[C:19]([N:31]([C:28]1[CH:27]=[CH:26][C:25]([CH:22]([CH3:24])[CH3:23])=[CH:30][CH:29]=1)[CH2:32][C:33]1[CH:34]=[N:35][C:36]([O:39][C:40]2[CH:45]=[CH:44][CH:43]=[CH:42][CH:41]=2)=[CH:37][CH:38]=1)=[O:20])[C:2]1[CH:3]=[CH:4][CH:5]=[CH:6][CH:7]=1. (2) Given the reactants [CH3:1][C:2]1[C:6]([C:7]2[CH:8]=[C:9]3[C:13](=[CH:14][CH:15]=2)[NH:12][C:11](=[O:16])[C:10]3=[O:17])=[C:5]([CH3:18])[O:4][N:3]=1.[C:19]1([Mg]Br)[CH:24]=[CH:23][CH:22]=[CH:21][CH:20]=1, predict the reaction product. The product is: [CH3:1][C:2]1[C:6]([C:7]2[CH:8]=[C:9]3[C:13](=[CH:14][CH:15]=2)[NH:12][C:11](=[O:16])[C:10]3([OH:17])[C:19]2[CH:24]=[CH:23][CH:22]=[CH:21][CH:20]=2)=[C:5]([CH3:18])[O:4][N:3]=1. (3) Given the reactants [CH:1]1([C:4]2[CH:15]=[C:14]([F:16])[C:7]3[C:8](=[O:13])[NH:9][CH2:10][CH2:11][O:12][C:6]=3[CH:5]=2)[CH2:3][CH2:2]1.[H-].[Na+].CS(O[CH2:24][C:25]1[CH:30]=[CH:29][C:28]([Br:31])=[CH:27][N:26]=1)(=O)=O, predict the reaction product. The product is: [Br:31][C:28]1[CH:29]=[CH:30][C:25]([CH2:24][N:9]2[C:8](=[O:13])[C:7]3[C:14]([F:16])=[CH:15][C:4]([CH:1]4[CH2:3][CH2:2]4)=[CH:5][C:6]=3[O:12][CH2:11][CH2:10]2)=[N:26][CH:27]=1. (4) Given the reactants [CH3:1][O:2][C:3](=[O:19])[CH:4]([NH:8][C:9](=[O:18])[C:10]1[C:15]([Cl:16])=[CH:14][CH:13]=[CH:12][C:11]=1[Cl:17])[CH2:5][CH:6]=[CH2:7].I[C:21]1[CH:26]=[CH:25][C:24]([N:27]([CH2:34][CH2:35][CH3:36])[C:28]2[N:33]=[CH:32][CH:31]=[CH:30][N:29]=2)=[CH:23][CH:22]=1, predict the reaction product. The product is: [CH3:1][O:2][C:3](=[O:19])[CH:4]([NH:8][C:9](=[O:18])[C:10]1[C:11]([Cl:17])=[CH:12][CH:13]=[CH:14][C:15]=1[Cl:16])[CH2:5]/[CH:6]=[CH:7]/[C:21]1[CH:26]=[CH:25][C:24]([N:27]([CH2:34][CH2:35][CH3:36])[C:28]2[N:29]=[CH:30][CH:31]=[CH:32][N:33]=2)=[CH:23][CH:22]=1. (5) The product is: [Cl:1][C:2]1[C:3]([F:29])=[C:4]([NH:8][C:9]2[C:18]3[C:13](=[CH:14][C:15]([O:27][CH3:28])=[C:16]([CH2:19][N:20]([CH3:30])[C:21]4([C:24]([OH:26])=[O:25])[CH2:23][CH2:22]4)[CH:17]=3)[N:12]=[CH:11][N:10]=2)[CH:5]=[CH:6][CH:7]=1. Given the reactants [Cl:1][C:2]1[C:3]([F:29])=[C:4]([NH:8][C:9]2[C:18]3[C:13](=[CH:14][C:15]([O:27][CH3:28])=[C:16]([CH2:19][NH:20][C:21]4([C:24]([OH:26])=[O:25])[CH2:23][CH2:22]4)[CH:17]=3)[N:12]=[CH:11][N:10]=2)[CH:5]=[CH:6][CH:7]=1.[CH2:30]=O, predict the reaction product. (6) Given the reactants [Cl:1][C:2]1[CH:7]=[CH:6][CH:5]=[C:4]([Cl:8])[C:3]=1[OH:9].C1N2CN3CN(C2)CN1C3.S(=O)(=O)(O)O.[C:25](O)(=[O:27])C, predict the reaction product. The product is: [Cl:1][C:2]1[CH:7]=[C:6]([CH:5]=[C:4]([Cl:8])[C:3]=1[OH:9])[CH:25]=[O:27].